Task: Predict the product of the given reaction.. Dataset: Forward reaction prediction with 1.9M reactions from USPTO patents (1976-2016) (1) Given the reactants [CH:1]12[CH:14]3[CH:2]1[CH:3]1[CH:11]4[CH:12]([C:13]3=[O:15])[CH:10]4[CH:9]2[CH:8]2[CH:4]1[C:5](=[O:17])[O:6][C:7]2=[O:16].[CH2:18](N(CC)CC)C.F[P-](F)(F)(F)(F)F.N1(OC(N(C)C)=[N+](C)C)C2N=CC=CC=2N=N1.[CH2:49]([OH:56])[C:50]1[CH:55]=[CH:54][CH:53]=[CH:52][CH:51]=1, predict the reaction product. The product is: [O:15]=[C:13]1[CH:12]2[CH:10]3[CH:11]2[CH:3]2[C@@H:4]([C:5]([O:6][CH3:18])=[O:17])[C@@H:8]([C:7]([O:56][CH2:49][C:50]4[CH:55]=[CH:54][CH:53]=[CH:52][CH:51]=4)=[O:16])[CH:9]3[CH:1]3[CH:2]2[CH:14]13. (2) Given the reactants C(O[C:6]([N:8]1[CH2:12][C:11](=[N:13][O:14][CH2:15][C:16]2[CH:21]=[CH:20][C:19]([O:22][CH3:23])=[CH:18][CH:17]=2)[CH2:10][C@H:9]1[C:24]([OH:26])=O)=[O:7])(C)(C)C.[N:27]([CH2:30][CH2:31][CH2:32][CH2:33][CH3:34])=C=O.[O:35]1[C:39]2[CH:40]=[CH:41][C:42]([CH2:44][NH2:45])=[CH:43][C:38]=2[O:37][CH2:36]1, predict the reaction product. The product is: [O:35]1[C:39]2[CH:40]=[CH:41][C:42]([CH2:44][NH:45][C:24]([C@@H:9]3[CH2:10][C:11](=[N:13][O:14][CH2:15][C:16]4[CH:17]=[CH:18][C:19]([O:22][CH3:23])=[CH:20][CH:21]=4)[CH2:12][N:8]3[C:6]([NH:27][CH2:30][CH2:31][CH2:32][CH2:33][CH3:34])=[O:7])=[O:26])=[CH:43][C:38]=2[O:37][CH2:36]1. (3) Given the reactants NC1C(=O)[N:8]2[C@H:4]([C@H:5]([C:28]3[CH:33]=[CH:32][C:31]([F:34])=[CH:30][CH:29]=3)[C@@H:6]([O:11][C@@H:12]([C:14]3[CH:19]=[C:18]([C:20]([F:23])([F:22])[F:21])[CH:17]=[C:16]([C:24]([F:27])([F:26])[F:25])[CH:15]=3)[CH3:13])[CH2:7]2)[CH2:3]1.C[CH2:36][N:37](C(C)C)[CH:38](C)C.C=O.[BH-](O[C:56]([CH3:58])=[O:57])(OC(C)=O)OC(C)=O.[Na+], predict the reaction product. The product is: [F:27][C:24]([F:26])([F:25])[C:16]1[CH:15]=[C:14]([C@H:12]([O:11][C@@H:6]2[C@@H:5]([C:28]3[CH:29]=[CH:30][C:31]([F:34])=[CH:32][CH:33]=3)[C@H:4]3[N:8]([C:56](=[O:57])[CH:58]([N:37]([CH3:38])[CH3:36])[CH2:3]3)[CH2:7]2)[CH3:13])[CH:19]=[C:18]([C:20]([F:23])([F:22])[F:21])[CH:17]=1. (4) Given the reactants Cl[CH2:2][C:3]1[CH:7]=[C:6]([CH3:8])[O:5][N:4]=1.[N:9]1([C:16]2[N:21]=[C:20]([NH2:22])[N:19]3[N:23]=[C:24]([C:26]4[O:27][CH:28]=[CH:29][CH:30]=4)[CH:25]=[C:18]3[N:17]=2)[CH2:15][CH2:14][CH2:13][NH:12][CH2:11][CH2:10]1.CCN(CC)CC, predict the reaction product. The product is: [O:27]1[CH:28]=[CH:29][CH:30]=[C:26]1[C:24]1[CH:25]=[C:18]2[N:17]=[C:16]([N:9]3[CH2:15][CH2:14][CH2:13][N:12]([CH2:2][C:3]4[CH:7]=[C:6]([CH3:8])[O:5][N:4]=4)[CH2:11][CH2:10]3)[N:21]=[C:20]([NH2:22])[N:19]2[N:23]=1. (5) Given the reactants C[O:2][CH:3](OC)[C:4]1[CH:8]=[C:7]([C:9]([O:11][CH2:12][CH3:13])=[O:10])[N:6]([CH3:14])[N:5]=1, predict the reaction product. The product is: [CH:3]([C:4]1[CH:8]=[C:7]([C:9]([O:11][CH2:12][CH3:13])=[O:10])[N:6]([CH3:14])[N:5]=1)=[O:2]. (6) Given the reactants [Cl:1][C:2]1[C:3]([O:19][C@H:20]2[CH2:25][CH2:24][CH2:23][CH2:22][C@@H:21]2[C:26]2[N:30](COCCOC)[N:29]=[CH:28][CH:27]=2)=[CH:4][C:5]([F:18])=[C:6]([S:8]([NH:11][C:12]2[CH:17]=[CH:16][N:15]=[CH:14][N:13]=2)(=[O:10])=[O:9])[CH:7]=1, predict the reaction product. The product is: [Cl:1][C:2]1[C:3]([O:19][C@H:20]2[CH2:25][CH2:24][CH2:23][CH2:22][C@@H:21]2[C:26]2[NH:30][N:29]=[CH:28][CH:27]=2)=[CH:4][C:5]([F:18])=[C:6]([S:8]([NH:11][C:12]2[CH:17]=[CH:16][N:15]=[CH:14][N:13]=2)(=[O:10])=[O:9])[CH:7]=1. (7) The product is: [CH:1]1([CH2:4][O:5][C:6]2[CH:14]=[CH:13][C:9]3[O:10][CH2:11][O:12][C:8]=3[C:7]=2[C:15]2[C:16]3[NH:23][CH:22]=[C:21]([C:24]([NH:26][C@@H:27]([CH2:28][CH2:29][C:30](=[O:31])[NH:65][CH:63]([CH3:64])[CH3:62])[C:33]([N:35]4[CH2:36][CH2:37][CH:38]([N:41]5[N:50]=[C:49]([C:51]6[CH:56]=[CH:55][C:54]([O:57][CH3:58])=[C:53]([O:59][CH3:60])[CH:52]=6)[C@@H:48]6[C@@H:43]([CH2:44][CH2:45][CH2:46][CH2:47]6)[C:42]5=[O:61])[CH2:39][CH2:40]4)=[O:34])=[O:25])[C:17]=3[N:18]=[CH:19][N:20]=2)[CH2:2][CH2:3]1. Given the reactants [CH:1]1([CH2:4][O:5][C:6]2[CH:14]=[CH:13][C:9]3[O:10][CH2:11][O:12][C:8]=3[C:7]=2[C:15]2[C:16]3[NH:23][CH:22]=[C:21]([C:24]([NH:26][C@H:27]([C:33]([N:35]4[CH2:40][CH2:39][CH:38]([N:41]5[N:50]=[C:49]([C:51]6[CH:56]=[CH:55][C:54]([O:57][CH3:58])=[C:53]([O:59][CH3:60])[CH:52]=6)[C@@H:48]6[C@@H:43]([CH2:44][CH2:45][CH2:46][CH2:47]6)[C:42]5=[O:61])[CH2:37][CH2:36]4)=[O:34])[CH2:28][CH2:29][C:30](O)=[O:31])=[O:25])[C:17]=3[N:18]=[CH:19][N:20]=2)[CH2:3][CH2:2]1.[CH3:62][CH:63]([NH2:65])[CH3:64].CCOC(C(C#N)=NOC(N1CCOCC1)=[N+](C)C)=O.F[P-](F)(F)(F)(F)F.CCN(C(C)C)C(C)C, predict the reaction product. (8) Given the reactants [Cl:1][C:2]1[C:7]([CH3:8])=[CH:6][C:5]([O:9][CH3:10])=[C:4]([N+:11]([O-])=O)[CH:3]=1, predict the reaction product. The product is: [Cl:1][C:2]1[C:7]([CH3:8])=[CH:6][C:5]([O:9][CH3:10])=[C:4]([NH2:11])[CH:3]=1.